From a dataset of P-glycoprotein inhibition data for predicting drug efflux from Broccatelli et al.. Regression/Classification. Given a drug SMILES string, predict its absorption, distribution, metabolism, or excretion properties. Task type varies by dataset: regression for continuous measurements (e.g., permeability, clearance, half-life) or binary classification for categorical outcomes (e.g., BBB penetration, CYP inhibition). Dataset: pgp_broccatelli. (1) The compound is COc1cc2c(cc1O)C[C@H]1c3c(cc(O)c(OC)c3-2)CCN1C. The result is 0 (non-inhibitor). (2) The drug is COc1ccc([C@@H](O)CN2CCN(C(c3ccccc3)c3ccccc3)CC2)cc1OC. The result is 1 (inhibitor).